Dataset: Reaction yield outcomes from USPTO patents with 853,638 reactions. Task: Predict the reaction yield, written as a fraction of the theoretical maximum amount of product (1.0 means a 100% yield; for example, 0.34 means a 34% yield). The reactants are [C:1]1([CH3:35])[C:2]([NH:7][C:8]2[O:9][C:10]([C:16]3[CH:21]=[CH:20][C:19]([N:22]4[CH2:27][CH2:26][N:25](C(OC(C)(C)C)=O)[CH2:24][CH2:23]4)=[CH:18][CH:17]=3)=[C:11]([C:13](=[O:15])[NH2:14])[N:12]=2)=[CH:3][CH:4]=[CH:5][CH:6]=1.Cl.O1CCOCC1. The catalyst is C(Cl)Cl.CO. The product is [C:1]1([CH3:35])[C:2]([NH:7][C:8]2[O:9][C:10]([C:16]3[CH:21]=[CH:20][C:19]([N:22]4[CH2:27][CH2:26][NH:25][CH2:24][CH2:23]4)=[CH:18][CH:17]=3)=[C:11]([C:13]([NH2:14])=[O:15])[N:12]=2)=[CH:3][CH:4]=[CH:5][CH:6]=1. The yield is 0.920.